From a dataset of Catalyst prediction with 721,799 reactions and 888 catalyst types from USPTO. Predict which catalyst facilitates the given reaction. (1) Reactant: Br[CH2:2][C:3]1[CH:8]=[CH:7][C:6]([N+:9]([O-:11])=[O:10])=[CH:5][C:4]=1[F:12].[NH:13]1[CH2:18][CH2:17][O:16][CH2:15][CH2:14]1.CCN(CC)CC. Product: [F:12][C:4]1[CH:5]=[C:6]([N+:9]([O-:11])=[O:10])[CH:7]=[CH:8][C:3]=1[CH2:2][N:13]1[CH2:18][CH2:17][O:16][CH2:15][CH2:14]1. The catalyst class is: 2. (2) The catalyst class is: 8. Reactant: O=C1[N:6]([C:7]2[CH:18]=[CH:17][C:10]([C:11]([NH:13][CH2:14][CH2:15][CH3:16])=[O:12])=[CH:9][CH:8]=2)[CH:5]([C:19]2[CH:24]=[CH:23][CH:22]=[CH:21][CH:20]=2)[CH2:4][O:3]1.[OH-].[Na+].C(OCC)(=O)C. Product: [OH:3][CH2:4][CH:5]([NH:6][C:7]1[CH:8]=[CH:9][C:10]([C:11]([NH:13][CH2:14][CH2:15][CH3:16])=[O:12])=[CH:17][CH:18]=1)[C:19]1[CH:20]=[CH:21][CH:22]=[CH:23][CH:24]=1. (3) Reactant: [C:1]([O:4][C@@H:5]1[CH2:9][C@@H:8]([C@@H:10]([CH2:21][NH:22][C:23](=[O:39])[CH2:24][CH2:25][CH2:26][CH2:27][CH2:28][CH2:29][CH2:30][CH2:31][CH2:32][CH2:33][CH2:34][CH2:35][CH2:36][CH2:37][CH3:38])[O:11]CC2C=CC(OC)=CC=2)[O:7][C@H:6]1[N:40]1[CH:45]=[CH:44][C:43](=[O:46])[NH:42][C:41]1=[O:47])(=[O:3])[CH3:2].C(Cl)Cl.FC(F)(F)C(O)=O. Product: [C:1]([O:4][C@@H:5]1[CH2:9][C@@H:8]([C@@H:10]([CH2:21][NH:22][C:23](=[O:39])[CH2:24][CH2:25][CH2:26][CH2:27][CH2:28][CH2:29][CH2:30][CH2:31][CH2:32][CH2:33][CH2:34][CH2:35][CH2:36][CH2:37][CH3:38])[OH:11])[O:7][C@H:6]1[N:40]1[CH:45]=[CH:44][C:43](=[O:46])[NH:42][C:41]1=[O:47])(=[O:3])[CH3:2]. The catalyst class is: 158.